From a dataset of Catalyst prediction with 721,799 reactions and 888 catalyst types from USPTO. Predict which catalyst facilitates the given reaction. (1) Reactant: [H-].[Na+].C[C:4](P(OC)(O)=O)([C:6]([O-:8])=[O:7])[CH3:5].[C:14]([O:18][C:19]([NH:21][CH:22]([CH2:26][C:27]1[CH:32]=[CH:31][C:30]([C:33]2[CH:38]=[CH:37][C:36](C=O)=[CH:35][CH:34]=2)=[CH:29][CH:28]=1)[C:23]([OH:25])=[O:24])=[O:20])([CH3:17])([CH3:16])[CH3:15].[CH3:41]CCCCC. Product: [CH3:41][O:8][C:6](=[O:7])[CH:4]=[CH:5][C:36]1[CH:37]=[CH:38][C:33]([C:30]2[CH:31]=[CH:32][C:27]([CH2:26][CH:22]([NH:21][C:19]([O:18][C:14]([CH3:17])([CH3:16])[CH3:15])=[O:20])[C:23]([OH:25])=[O:24])=[CH:28][CH:29]=2)=[CH:34][CH:35]=1. The catalyst class is: 1. (2) Reactant: [F:1][C:2]1[CH:3]=[C:4]([CH:8]=[CH:9][C:10]=1[OH:11])[C:5]([OH:7])=O.C1CN([P+](ON2N=NC3C=CC=CC2=3)(N2CCCC2)N2CCCC2)CC1.F[P-](F)(F)(F)(F)F.Cl.[CH2:46]([O:48][C:49](=[O:53])[CH2:50][CH2:51][NH2:52])[CH3:47].C(N(C(C)C)C(C)C)C.[Cl-].[NH4+]. Product: [CH2:46]([O:48][C:49](=[O:53])[CH2:50][CH2:51][NH:52][C:5](=[O:7])[C:4]1[CH:8]=[CH:9][C:10]([OH:11])=[C:2]([F:1])[CH:3]=1)[CH3:47]. The catalyst class is: 255. (3) Reactant: Cl.[CH:2]([C:5]1[CH:10]=[CH:9][C:8]([NH:11][NH2:12])=[CH:7][CH:6]=1)([CH3:4])[CH3:3].[C:13]1(=O)[O:18][C:16](=[O:17])[C:15]2=[CH:19][CH:20]=[CH:21][CH:22]=[C:14]12.O.C([O-])(O)=O.[Na+]. Product: [OH:18][C:13]1[C:14]2[C:15](=[CH:19][CH:20]=[CH:21][CH:22]=2)[C:16](=[O:17])[N:11]([C:8]2[CH:9]=[CH:10][C:5]([CH:2]([CH3:4])[CH3:3])=[CH:6][CH:7]=2)[N:12]=1. The catalyst class is: 15. (4) Reactant: [CH3:1][S:2](Cl)(=[O:4])=[O:3].[CH2:6]([O:13][CH2:14][CH:15]([OH:30])[CH2:16][CH2:17][CH2:18][O:19][Si:20]([CH:27]([CH3:29])[CH3:28])([CH:24]([CH3:26])[CH3:25])[CH:21]([CH3:23])[CH3:22])[C:7]1[CH:12]=[CH:11][CH:10]=[CH:9][CH:8]=1.C(N(CC)CC)C.Cl. Product: [CH3:1][S:2]([O:30][CH:15]([CH2:16][CH2:17][CH2:18][O:19][Si:20]([CH:21]([CH3:23])[CH3:22])([CH:24]([CH3:26])[CH3:25])[CH:27]([CH3:29])[CH3:28])[CH2:14][O:13][CH2:6][C:7]1[CH:12]=[CH:11][CH:10]=[CH:9][CH:8]=1)(=[O:4])=[O:3]. The catalyst class is: 13.